From a dataset of Experimentally validated miRNA-target interactions with 360,000+ pairs, plus equal number of negative samples. Binary Classification. Given a miRNA mature sequence and a target amino acid sequence, predict their likelihood of interaction. (1) The miRNA is hsa-miR-542-5p with sequence UCGGGGAUCAUCAUGUCACGAGA. The protein sequence of the target gene is MASMGTLAFDEYGRPFLIIKDQDRKSRLMGLEALKSHIMAAKAVANTMRTSLGPNGLDKMMVDKDGDVTVTNDGATILSMMDVDHQIAKLMVELSKSQDDEIGDGTTGVVVLAGALLEEAEQLLDRGIHPIRIADGYEQAARVAIEHLDKISDSVLVDIKDTEPLIQTAKTTLGSKVVNSCHRQMAEIAVNAVLTVADMERRDVDFELIKVEGKVGGRLEDTKLIKGVIVDKDFSHPQMPKKVEDAKIAILTCPFEPPKPKTKHKLDVTSVEDYKALQKYEKEKFEEMIQQIKETGANLA.... Result: 0 (no interaction). (2) The miRNA is hsa-miR-6871-3p with sequence CAGCACCCUGUGGCUCCCACAG. The protein sequence of the target gene is MGCGLRKLEDPDDSSPGKIFSTLKRPQVETKTEFAYEYVLLDFTLQASSNPEVIKINSILDIVTKVENYYLKGYIVGAIHPVIQPVGQRKHLPASYLYRVVLLRLKLSPKNSAAPSGQRRPRLVIEECPLTSEAQTNDAAKELIEKINVAAKRGMKFVGFISQHYSPSKFCNGTNHDGDIESMLHVRHGSDENCRSWNEGTLSGQSSESGIEEELHHESGQYQMEQNGSPTSSKSRKGEASDNKLYTVFNAFDDDSTSWAYQEGILSMKVTRKGSVISTLDADWLELTTFYYKQGLSLID.... Result: 0 (no interaction). (3) The miRNA is mmu-miR-3070-2-3p with sequence UGGUGCUAUGGUCAGGGGUAGA. The protein sequence of the target gene is MLATRALSLIGKRAISTSVCLRAHGSVVKSEDYALPSYVDRRDYPLPDVAHVKLLSASQKALKEKEKADWSSLSRDEKVQLYRIQFNESFAEMNKGTNEWKTVVGLAMFFIGFTALVLIWEKSYVYGPIPHTFDRDWVAMQTKRMLDMKVNPIQGFSAKWDYNKNEWKK. Result: 0 (no interaction). (4) The protein sequence of the target gene is MRRQVMAALVVSGAAEQGGRDGPGRGRAPRGRVANQIPPEILKNPQLQAAIRVLPSNYNFEIPKTIWRIQQAQAKKVALQMPEGLLLFACTIVDILERFTEAEVMVMGDVTYGACCVDDFTARALGADFLVHYGHSCLIPMDTSAQDFRVLYVFVDIRIDTTHLLDSLRLTFPPATALALVSTIQFVSTLQAAAQELKAEYRVSVPQCKPLSPGEILGCTSPRLSKEVEAVVYLGDGRFHLESVMIANPNVPAYRYDPYSKVLSREHYDHQRMQAARQEAIATARSAKSWGLILGTLGRQ.... The miRNA is hsa-miR-134-5p with sequence UGUGACUGGUUGACCAGAGGGG. Result: 0 (no interaction). (5) The miRNA is hsa-miR-26b-5p with sequence UUCAAGUAAUUCAGGAUAGGU. The protein sequence of the target gene is MSRINKNVVLALLTLTSSAFLLFQLYYYKHYLSTKNGAGLSKSKGSRIGFDSTQWRAVKKFIMLTSNQNVPVFLIDPLILELINKNFEQVKNTSHGSTSQCKFFCVPRDFTAFALQYHLWKNEEGWFRIAENMGFQCLKIESKDPRLDGIDSLSGTEIPLHYICKLATHAIHLVVFHERSGNYLWHGHLRLKEHIDRKFVPFRKLQFGRYPGAFDRPELQQVTVDGLEVLIPKDPMHFVEEVPHSRFIECRYKEARAFFQQYLDDNTVEAVAFRKSAKELLQLAAKTLNKLGVPFWLSSG.... Result: 1 (interaction). (6) The miRNA is hsa-miR-4475 with sequence CAAGGGACCAAGCAUUCAUUAU. The protein sequence of the target gene is MAEPLLTEHQHQPQTSNCTGAAVVHEEHTSERPPSAEERVPKEDSRWQSRASLQSGSRPGQEGEGGLKHQLPPLQTNACPELSSLEKGEKGQNGEDLSTGGASPSAEGEPMSESLVQPGHDSEATKQEAPAAGGEEPWGQQQRQLGKKKHRRRPSKKKRHWKPYYKLTWEEKKKFDEKQSLRASRVRAEMFAKGQPVAPYNTTQFLMDDHDQEEPDLKTGLYPKRAAAKSDDTSDEDFVEEAGEEDGGSDGMGGDGSEFLQRDFSETYERYHAESLQNMSKQELIKEYLELEKCLSRKED.... Result: 0 (no interaction). (7) The miRNA is hsa-miR-1227-3p with sequence CGUGCCACCCUUUUCCCCAG. The protein sequence of the target gene is MATRGGAGVAMAVWSLLSARAVTAFLLLFLPRFLQAQTFSFPFQQPEKCDNNQYFDISALSCVPCGANQRQDARGTSCVCLPGFQMISNNGGPAIICKKCPENMKGVTEDGWNCISCPSDLTAEGKCHCPIGHILVERDINGTLLSQATCELCDGNENSFMVVNALGDRCVRCEPTFVNTSRSCACSEPNILTGGLCFSSTGNFPLRRISAARYGEVGMSLTSEWFAKYLQSSAAACWVYANLTSCQALGNMCVMNMNSYDFATFDACGLFQFIFENTAGLSTVHSISFWRQNLPWLFYG.... Result: 1 (interaction). (8) The miRNA is hsa-miR-4263 with sequence AUUCUAAGUGCCUUGGCC. The protein sequence of the target gene is MACEIMPLRSSQEDERPLSPFYLSAHVSQVSNVSTTGELLERTIRSAVEEHLFDVSNAGDQSSEDSEPGPSSASSIPTRQRGHQFKKQDDVWHGCDKELINKENIPSGFSGCAECILNSQEAERFQDDICDYVGERSKPKRQKSSSRLAKLSDNHDGALSMESLSSMQSQETLEPEAAEPLSSESKEIERGGRDTQHCENPTMKIQEHPSLSDTKQQRNQDGEDQQESFVPDMPQLDLTALCDEKTWEEPIPSWQPENADSDEARLSPQAGRLIHQFLDEDSDPMLSPRFYAYGQSRQYL.... Result: 0 (no interaction). (9) The miRNA is hsa-miR-6503-5p with sequence AGGUCUGCAUUCAAAUCCCCAGA. The protein sequence of the target gene is MVREQYTTVTEGTHIERPENQHIYKIGIYGWRKRCLYLFVLLLLAILVVNLALTIWILKVMWFSPIGMGHLHVTADGLRLEGESEFLFPLYAKEIRSRVDSSLLLQSTQNVTVSARNSEGEVTGRVKVGAQMVEVQSQHFQINSEDGKPLFSAEEQDVVVGTGRLRVTGPEGALFEHSVETPLVRADPFQDLRLESPTRSLSMDAPRGVHVKANAGKLEALSQMDIILQSSEGVLVLDAETVGLTKLKQGTQGPAGSSNGFYEICACPDGKLYLSMAGEVTTCEEHSHVCL. Result: 0 (no interaction).